The task is: Regression. Given a peptide amino acid sequence and an MHC pseudo amino acid sequence, predict their binding affinity value. This is MHC class I binding data.. This data is from Peptide-MHC class I binding affinity with 185,985 pairs from IEDB/IMGT. The peptide sequence is FRDRGQHVL. The MHC is HLA-B15:42 with pseudo-sequence HLA-B15:42. The binding affinity (normalized) is 0.213.